Dataset: hERG potassium channel inhibition data for cardiac toxicity prediction from Karim et al.. Task: Regression/Classification. Given a drug SMILES string, predict its toxicity properties. Task type varies by dataset: regression for continuous values (e.g., LD50, hERG inhibition percentage) or binary classification for toxic/non-toxic outcomes (e.g., AMES mutagenicity, cardiotoxicity, hepatotoxicity). Dataset: herg_karim. (1) The drug is CC(=O)Nc1ccc(-c2cnc3nc(N4CCC(N5CCCCC5)CC4)sc3c2)cn1. The result is 0 (non-blocker). (2) The drug is Cc1cn(-c2ccc(-c3cn([C@@H]4CCc5c(F)cccc5N(CC(F)(F)F)C4=O)nn3)cc2OCC(F)(F)F)cn1. The result is 1 (blocker).